Task: Predict the reactants needed to synthesize the given product.. Dataset: Full USPTO retrosynthesis dataset with 1.9M reactions from patents (1976-2016) (1) The reactants are: [Br:1][C:2]1[CH:7]=[CH:6][C:5]([S:8]([N:11]2[C:19]3[C:14](=[CH:15][CH:16]=[CH:17][CH:18]=3)[CH:13]=[C:12]2[CH:20]=O)(=[O:10])=[O:9])=[CH:4][CH:3]=1.C(O)(=O)[CH2:23][C:24]([OH:26])=[O:25].N1CCCCC1.Cl. Given the product [Br:1][C:2]1[CH:7]=[CH:6][C:5]([S:8]([N:11]2[C:19]3[C:14](=[CH:15][CH:16]=[CH:17][CH:18]=3)[CH:13]=[C:12]2/[CH:20]=[CH:23]/[C:24]([OH:26])=[O:25])(=[O:9])=[O:10])=[CH:4][CH:3]=1, predict the reactants needed to synthesize it. (2) Given the product [CH2:22]([S:23][C:2]1[CH:3]=[C:4](/[CH:9]=[CH:10]/[C:11]([O:13][CH2:14][CH3:15])=[O:12])[C:5]([Cl:8])=[N:6][CH:7]=1)[C:16]1[CH:21]=[CH:20][CH:19]=[CH:18][CH:17]=1, predict the reactants needed to synthesize it. The reactants are: Br[C:2]1[CH:3]=[C:4](/[CH:9]=[CH:10]/[C:11]([O:13][CH2:14][CH3:15])=[O:12])[C:5]([Cl:8])=[N:6][CH:7]=1.[C:16]1([CH2:22][SH:23])[CH:21]=[CH:20][CH:19]=[CH:18][CH:17]=1.CCN(C(C)C)C(C)C. (3) Given the product [F:21][C:20]([F:23])([F:22])[C:17]1[CH:18]=[CH:19][C:14]([C:11]2[CH:10]=[C:9]([CH2:8][CH2:7][CH2:6][O:5][C:27]3[CH:28]=[C:29]([CH:34]=[CH:35][CH:36]=3)[C:30]([OH:32])=[O:31])[O:13][N:12]=2)=[CH:15][CH:16]=1, predict the reactants needed to synthesize it. The reactants are: CS([O:5][CH2:6][CH2:7][CH2:8][C:9]1[O:13][N:12]=[C:11]([C:14]2[CH:19]=[CH:18][C:17]([C:20]([F:23])([F:22])[F:21])=[CH:16][CH:15]=2)[CH:10]=1)(=O)=O.[I-].[Na+].O[C:27]1[CH:28]=[C:29]([CH:34]=[CH:35][CH:36]=1)[C:30]([O:32]C)=[O:31].C(=O)([O-])[O-].[K+].[K+].Cl. (4) Given the product [ClH:42].[F:1][C:2]1[CH:27]=[C:26]([NH:28][C:29]([NH:31][C:32](=[O:41])[CH2:33][C:34]2[CH:35]=[CH:36][C:37]([F:40])=[CH:38][CH:39]=2)=[S:30])[CH:25]=[CH:24][C:3]=1[O:4][C:5]1[C:14]2[C:9](=[CH:10][C:11]([O:22][CH3:23])=[C:12]([C:15]([OH:17])=[O:16])[CH:13]=2)[N:8]=[CH:7][CH:6]=1, predict the reactants needed to synthesize it. The reactants are: [F:1][C:2]1[CH:27]=[C:26]([NH:28][C:29]([NH:31][C:32](=[O:41])[CH2:33][C:34]2[CH:39]=[CH:38][C:37]([F:40])=[CH:36][CH:35]=2)=[S:30])[CH:25]=[CH:24][C:3]=1[O:4][C:5]1[C:14]2[C:9](=[CH:10][C:11]([O:22][CH3:23])=[C:12]([C:15]([O:17]C(C)(C)C)=[O:16])[CH:13]=2)[N:8]=[CH:7][CH:6]=1.[ClH:42].O1CCOCC1. (5) Given the product [CH2:20]([O:17][C:15](=[O:16])[C:14]([CH3:19])([CH3:13])[CH2:2][S:1][C:4]1[S:8][C:7]([NH2:9])=[N:6][CH:5]=1)[CH3:21], predict the reactants needed to synthesize it. The reactants are: [S:1]([C:4]1[S:8][C:7]([NH2:9])=[N:6][CH:5]=1)[C:2]#N.[BH4-].[Na+].Br[CH2:13][C:14]([CH3:19])(C)[C:15]([OH:17])=[O:16].[CH:20](N(C(C)C)CC)(C)[CH3:21]. (6) Given the product [NH2:1][C:2]1[N:7]=[CH:6][N:5]=[C:4]2[N:8]([CH2:12][CH2:13][OH:14])[N:9]=[C:10]([C:30]3[CH:29]=[C:28]4[C:33](=[CH:32][CH:31]=3)[N:25]([C:23](=[O:24])[CH2:22][C:18]3[CH:19]=[CH:20][CH:21]=[C:16]([CH3:15])[CH:17]=3)[CH2:26][CH2:27]4)[C:3]=12, predict the reactants needed to synthesize it. The reactants are: [NH2:1][C:2]1[N:7]=[CH:6][N:5]=[C:4]2[N:8]([CH2:12][CH2:13][OH:14])[N:9]=[C:10](I)[C:3]=12.[CH3:15][C:16]1[CH:17]=[C:18]([CH2:22][C:23]([N:25]2[C:33]3[C:28](=[CH:29][C:30](B4OC(C)(C)C(C)(C)O4)=[CH:31][CH:32]=3)[CH2:27][CH2:26]2)=[O:24])[CH:19]=[CH:20][CH:21]=1.C(=O)(O)[O-].[Na+].O1CCOCC1.